This data is from Forward reaction prediction with 1.9M reactions from USPTO patents (1976-2016). The task is: Predict the product of the given reaction. (1) Given the reactants [N:1]1[CH:6]=[C:5](B(O)O)[CH:4]=[N:3][CH:2]=1.Br[C:11]1[CH:16]=[C:15]([F:17])[C:14]([C:18]([N:20]2[CH2:24][CH2:23][CH2:22][C@H:21]2[CH2:25][N:26]2[CH2:30][CH2:29][CH2:28][CH2:27]2)=[O:19])=[C:13]([F:31])[CH:12]=1.FC1C=C(C2C=CC(S(C)=O)=CC=2)C=C(F)C=1C(N1CCC[C@@]1(C)N1CCCC1)=O, predict the reaction product. The product is: [F:17][C:15]1[CH:16]=[C:11]([C:5]2[CH:6]=[N:1][CH:2]=[N:3][CH:4]=2)[CH:12]=[C:13]([F:31])[C:14]=1[C:18]([N:20]1[CH2:24][CH2:23][CH2:22][C@H:21]1[CH2:25][N:26]1[CH2:30][CH2:29][CH2:28][CH2:27]1)=[O:19]. (2) Given the reactants [NH2:1][C:2]1[C:7]([NH2:8])=[CH:6][CH:5]=[CH:4][C:3]=1[N:9]1[CH2:14][CH2:13][N:12]([C:15]([O:17][C:18]([CH3:21])([CH3:20])[CH3:19])=[O:16])[CH2:11][CH2:10]1.[C:22]([O:25][CH2:26][C:27](O)=O)(=[O:24])[CH3:23].O=C1N(P(Cl)(N2CCOC2=O)=O)CCO1.C(N(CC)C(C)C)(C)C, predict the reaction product. The product is: [C:22]([O:25][CH2:26][C:27]1[NH:8][C:7]2[CH:6]=[CH:5][CH:4]=[C:3]([N:9]3[CH2:14][CH2:13][N:12]([C:15]([O:17][C:18]([CH3:21])([CH3:20])[CH3:19])=[O:16])[CH2:11][CH2:10]3)[C:2]=2[N:1]=1)(=[O:24])[CH3:23].